From a dataset of Forward reaction prediction with 1.9M reactions from USPTO patents (1976-2016). Predict the product of the given reaction. (1) Given the reactants [O:1]=[C:2]1[C:6]2([CH2:11][CH2:10][N:9]([S:12](Cl)(=[O:14])=[O:13])[CH2:8][CH2:7]2)[CH2:5][CH2:4][N:3]1[C:16]1[CH:21]=[CH:20][C:19]([O:22][C:23]([F:26])([F:25])[F:24])=[CH:18][CH:17]=1.[CH2:27]([NH:31][CH3:32])[CH:28]([CH3:30])[CH3:29], predict the reaction product. The product is: [CH2:27]([N:31]([CH3:32])[S:12]([N:9]1[CH2:10][CH2:11][C:6]2([C:2](=[O:1])[N:3]([C:16]3[CH:21]=[CH:20][C:19]([O:22][C:23]([F:26])([F:25])[F:24])=[CH:18][CH:17]=3)[CH2:4][CH2:5]2)[CH2:7][CH2:8]1)(=[O:14])=[O:13])[CH:28]([CH3:30])[CH3:29]. (2) Given the reactants Cl.[Cl:2][CH2:3][CH2:4][NH:5][CH2:6][CH2:7][Cl:8].C(N(CC)CC)C.[C:16]([NH:19][C:20]1[CH:25]=[CH:24][C:23]([S:26](Cl)(=[O:28])=[O:27])=[CH:22][CH:21]=1)(=[O:18])[CH3:17], predict the reaction product. The product is: [Cl:2][CH2:3][CH2:4][N:5]([CH2:6][CH2:7][Cl:8])[S:26]([C:23]1[CH:22]=[CH:21][C:20]([NH:19][C:16](=[O:18])[CH3:17])=[CH:25][CH:24]=1)(=[O:28])=[O:27]. (3) Given the reactants [C:1]([O:4][CH2:5][CH2:6][C:7]1[CH:8]=[C:9]2[C:13](=[CH:14][CH:15]=1)[NH:12][CH:11]=[C:10]2[CH:16]=[O:17])(=[O:3])[CH3:2].[C:18](O[C:26]([O:28][C:29]([CH3:32])([CH3:31])C)=O)([O:20][C:21]([CH3:24])([CH3:23])[CH3:22])=[O:19].[C:33](#[N:35])[CH3:34], predict the reaction product. The product is: [C:1]([O:4][CH2:5][CH2:6][C:7]1[CH:8]=[C:9]2[C:13](=[CH:14][CH:15]=1)[N:12]([C:18]([O:20][C:21]([CH3:24])([CH3:23])[CH3:22])=[O:19])[CH:11]=[C:10]2[CH:16]=[O:17])(=[O:3])[CH3:2].[C:1]([O:4][CH2:5][CH2:6][C:7]1[CH:8]=[C:9]2[C:13](=[CH:14][CH:15]=1)[NH:12][CH:11]=[C:10]2[C:16](=[O:17])[CH:33]([NH:35][C:10]1[CH:11]=[N:12][CH:32]=[C:29]([O:28][CH3:26])[CH:31]=1)[C:34]1[CH:14]=[CH:15][CH:7]=[CH:6][CH:5]=1)(=[O:3])[CH3:2]. (4) Given the reactants [Br:1][C:2]1[CH:7]=[CH:6][C:5]([C:8]2[N:13]=[N:12][C:11]([NH2:14])=[N:10][CH:9]=2)=[CH:4][C:3]=1[F:15].Cl[CH:17]([CH:33]=O)[CH2:18][C:19]1[CH:20]=[C:21]([NH:25][C:26](=[O:32])[O:27][C:28]([CH3:31])([CH3:30])[CH3:29])[CH:22]=[CH:23][CH:24]=1, predict the reaction product. The product is: [Br:1][C:2]1[CH:7]=[CH:6][C:5]([C:8]2[CH:9]=[N:10][C:11]3[N:12]([C:17]([CH2:18][C:19]4[CH:20]=[C:21]([NH:25][C:26](=[O:32])[O:27][C:28]([CH3:30])([CH3:29])[CH3:31])[CH:22]=[CH:23][CH:24]=4)=[CH:33][N:14]=3)[N:13]=2)=[CH:4][C:3]=1[F:15].